From a dataset of Peptide-MHC class I binding affinity with 185,985 pairs from IEDB/IMGT. Regression. Given a peptide amino acid sequence and an MHC pseudo amino acid sequence, predict their binding affinity value. This is MHC class I binding data. (1) The peptide sequence is EVATRFNTM. The MHC is HLA-B38:01 with pseudo-sequence HLA-B38:01. The binding affinity (normalized) is 0.0847. (2) The peptide sequence is SVNCFTSLVWAPL. The MHC is HLA-B18:01 with pseudo-sequence HLA-B18:01. The binding affinity (normalized) is 0.0513. (3) The peptide sequence is VGNVDVKF. The MHC is Mamu-B52 with pseudo-sequence Mamu-B52. The binding affinity (normalized) is 0.656.